This data is from Forward reaction prediction with 1.9M reactions from USPTO patents (1976-2016). The task is: Predict the product of the given reaction. (1) The product is: [CH:1]1([C:7]2[C:15]3[C:10](=[CH:11][C:12]([C:16]([O:18][CH3:19])=[O:17])=[CH:13][CH:14]=3)[N:9]([CH2:37][C:32]([C:33]([O:35][CH3:36])=[O:34])=[CH2:31])[C:8]=2[C:20]2[CH:25]=[CH:24][CH:23]=[CH:22][C:21]=2[CH:26]=[CH2:27])[CH2:6][CH2:5][CH2:4][CH2:3][CH2:2]1. Given the reactants [CH:1]1([C:7]2[C:15]3[C:10](=[CH:11][C:12]([C:16]([O:18][CH3:19])=[O:17])=[CH:13][CH:14]=3)[NH:9][C:8]=2[C:20]2[CH:25]=[CH:24][CH:23]=[CH:22][C:21]=2[CH:26]=[CH2:27])[CH2:6][CH2:5][CH2:4][CH2:3][CH2:2]1.[H-].[Na+].Br[CH2:31][C:32](=[CH2:37])[C:33]([O:35][CH3:36])=[O:34], predict the reaction product. (2) The product is: [CH2:1]([O:8][C:9]([CH:11]([O:33][CH:34]1[CH:39]([C:40]2[CH:41]=[CH:42][C:43]([O:46][CH2:47][CH2:48][CH2:49][O:50][CH2:51][C:52]3[CH:57]=[CH:56][CH:55]=[CH:54][C:53]=3[O:58][CH3:59])=[CH:44][CH:45]=2)[CH2:38][CH2:37][NH:36][CH2:35]1)[C:12]1[C:20]2[N:19]=[C:18]([C:21]([O:23][CH3:24])=[O:22])[NH:17][C:16]=2[CH:15]=[CH:14][CH:13]=1)=[O:10])[C:2]1[CH:3]=[CH:4][CH:5]=[CH:6][CH:7]=1. Given the reactants [CH2:1]([O:8][C:9]([CH:11]([O:33][CH:34]1[CH:39]([C:40]2[CH:45]=[CH:44][C:43]([O:46][CH2:47][CH2:48][CH2:49][O:50][CH2:51][C:52]3[CH:57]=[CH:56][CH:55]=[CH:54][C:53]=3[O:58][CH3:59])=[CH:42][CH:41]=2)[CH2:38][CH2:37][NH:36][CH2:35]1)[C:12]1[C:20]2[N:19]=[C:18]([C:21]([O:23][CH3:24])=[O:22])[N:17](COCC[Si](C)(C)C)[C:16]=2[CH:15]=[CH:14][CH:13]=1)=[O:10])[C:2]1[CH:7]=[CH:6][CH:5]=[CH:4][CH:3]=1.Cl.C(=O)([O-])O.[Na+], predict the reaction product. (3) Given the reactants [CH:1]1([CH2:4][O:5][C:6]2[CH:11]=[C:10]([O:12][CH3:13])[CH:9]=[CH:8][C:7]=2[C:14]2[C:15]3[NH:22][CH:21]=[C:20]([C:23]([OH:25])=O)[C:16]=3[N:17]=[CH:18][N:19]=2)[CH2:3][CH2:2]1.C(OC(=O)[NH:32][C@H:33]1[CH2:38][CH2:37][C@H:36]([C:39](=[O:44])[NH:40][CH:41]2[CH2:43][CH2:42]2)[CH2:35][CH2:34]1)(C)(C)C, predict the reaction product. The product is: [CH:41]1([NH:40][C:39]([C@H:36]2[CH2:37][CH2:38][C@H:33]([NH:32][C:23]([C:20]3[C:16]4[N:17]=[CH:18][N:19]=[C:14]([C:7]5[CH:8]=[CH:9][C:10]([O:12][CH3:13])=[CH:11][C:6]=5[O:5][CH2:4][CH:1]5[CH2:2][CH2:3]5)[C:15]=4[NH:22][CH:21]=3)=[O:25])[CH2:34][CH2:35]2)=[O:44])[CH2:43][CH2:42]1. (4) Given the reactants [N+:1]([C:4]1[CH:5]=[C:6]([CH:9]=[CH:10][CH:11]=1)[CH:7]=O)([O-:3])=[O:2].[C:12]([N:15]1[CH2:20][CH2:19][NH:18][CH2:17][CH2:16]1)(=[O:14])[CH3:13].C(O[BH-](OC(=O)C)OC(=O)C)(=O)C.[Na+].C(O)(=O)C, predict the reaction product. The product is: [C:12]([N:15]1[CH2:20][CH2:19][N:18]([CH2:7][C:6]2[CH:9]=[CH:10][CH:11]=[C:4]([N+:1]([O-:3])=[O:2])[CH:5]=2)[CH2:17][CH2:16]1)(=[O:14])[CH3:13]. (5) Given the reactants [CH:1]([N:4]=[C:5]=[O:6])([CH3:3])[CH3:2].[CH3:7][O:8][C:9]1[CH:10]=[CH:11][CH:12]=[C:13]2[C:17]=1[CH:16]([NH:18][C:19]1[CH:28]=[CH:27][C:26]3[C:21](=[CH:22][CH:23]=[C:24]([NH2:29])[CH:25]=3)[N:20]=1)[CH2:15][CH2:14]2, predict the reaction product. The product is: [CH:1]([NH:4][C:5]([NH:29][C:24]1[CH:25]=[C:26]2[C:21](=[CH:22][CH:23]=1)[N:20]=[C:19]([NH:18][CH:16]1[C:17]3[C:13](=[CH:12][CH:11]=[CH:10][C:9]=3[O:8][CH3:7])[CH2:14][CH2:15]1)[CH:28]=[CH:27]2)=[O:6])([CH3:3])[CH3:2].